From a dataset of Catalyst prediction with 721,799 reactions and 888 catalyst types from USPTO. Predict which catalyst facilitates the given reaction. (1) Reactant: [Cl:1][C:2]1[CH:10]=[CH:9][CH:8]=[C:7]2[C:3]=1[C:4]([C:15]([OH:17])=O)=[CH:5][N:6]2[CH2:11][CH2:12][O:13][CH3:14].CN(C(ON1N=NC2C=CC=NC1=2)=[N+](C)C)C.F[P-](F)(F)(F)(F)F.[F:42][C:43]1([F:51])[CH2:48][CH2:47][CH:46]([CH2:49][NH2:50])[CH2:45][CH2:44]1.CCN(C(C)C)C(C)C. Product: [Cl:1][C:2]1[CH:10]=[CH:9][CH:8]=[C:7]2[C:3]=1[C:4]([C:15]([NH:50][CH2:49][CH:46]1[CH2:47][CH2:48][C:43]([F:51])([F:42])[CH2:44][CH2:45]1)=[O:17])=[CH:5][N:6]2[CH2:11][CH2:12][O:13][CH3:14]. The catalyst class is: 3. (2) Reactant: [Br:1][C:2]1[C:7]([CH3:8])=[CH:6][C:5]([NH2:9])=[C:4]([O:10][CH3:11])[CH:3]=1.Br[CH2:13][C:14]1[CH:19]=[CH:18][CH:17]=[CH:16][CH:15]=1.C(=O)([O-])[O-].[K+].[K+]. Product: [CH2:13]([N:9]([CH2:8][C:7]1[CH:2]=[CH:3][CH:4]=[CH:5][CH:6]=1)[C:5]1[CH:6]=[C:7]([CH3:8])[C:2]([Br:1])=[CH:3][C:4]=1[O:10][CH3:11])[C:14]1[CH:19]=[CH:18][CH:17]=[CH:16][CH:15]=1. The catalyst class is: 10. (3) Reactant: [CH3:1][O:2][C:3]1[CH:8]=[CH:7][C:6]([C:9]2[N:10]=[C:11]([CH:31]=O)[N:12]3[C:17]4[CH:18]=[CH:19][N:20]([S:21]([C:24]5[CH:30]=[CH:29][C:27]([CH3:28])=[CH:26][CH:25]=5)(=[O:23])=[O:22])[C:16]=4[N:15]=[CH:14][C:13]=23)=[CH:5][CH:4]=1.CC(O)=O.[CH:37]1([NH2:40])[CH2:39][CH2:38]1.C([BH3-])#N. Product: [CH3:1][O:2][C:3]1[CH:8]=[CH:7][C:6]([C:9]2[N:10]=[C:11]([CH2:31][NH:40][CH:37]3[CH2:39][CH2:38]3)[N:12]3[C:17]4[CH:18]=[CH:19][N:20]([S:21]([C:24]5[CH:30]=[CH:29][C:27]([CH3:28])=[CH:26][CH:25]=5)(=[O:23])=[O:22])[C:16]=4[N:15]=[CH:14][C:13]=23)=[CH:5][CH:4]=1. The catalyst class is: 26.